Dataset: Acute oral toxicity (LD50) regression data from Zhu et al.. Task: Regression/Classification. Given a drug SMILES string, predict its toxicity properties. Task type varies by dataset: regression for continuous values (e.g., LD50, hERG inhibition percentage) or binary classification for toxic/non-toxic outcomes (e.g., AMES mutagenicity, cardiotoxicity, hepatotoxicity). Dataset: ld50_zhu. (1) The compound is CC(=O)N1CCOCC1. The rat oral LD50 is 1.32, given as -log10 of the dose in mol/kg body weight (higher means more acutely toxic). (2) The molecule is C1CCc2nnnn2CC1. The rat oral LD50 is 2.99, given as -log10 of the dose in mol/kg body weight (higher means more acutely toxic). (3) The drug is Oc1ccc(Cl)cc1Cc1cc(Cl)ccc1O. The rat oral LD50 is 2.25, given as -log10 of the dose in mol/kg body weight (higher means more acutely toxic).